Dataset: Forward reaction prediction with 1.9M reactions from USPTO patents (1976-2016). Task: Predict the product of the given reaction. (1) Given the reactants O[CH2:2][N:3]1[C:8](=[O:9])[N:7]2[CH:10]=[N:11][C:12]([C:13]([NH2:15])=[O:14])=[C:6]2[N:5]=[N:4]1.BrC[C:18]#[C:19][Si:20]([CH3:23])([CH3:22])[CH3:21].C1CCN2C(=NCCC2)CC1.Cl, predict the reaction product. The product is: [O:9]=[C:8]1[N:3]([CH2:2][C:18]#[C:19][Si:20]([CH3:23])([CH3:22])[CH3:21])[N:4]=[N:5][C:6]2=[C:12]([C:13]([NH2:15])=[O:14])[N:11]=[CH:10][N:7]12. (2) Given the reactants [C:1]([O:9][C@H:10]1[CH2:14][C@@H:13]([O:15]CC2C=CC=CC=2)[CH2:12][C@@H:11]1[C:23]1[N:27]([CH3:28])[N:26]=[CH:25][CH:24]=1)(=[O:8])[C:2]1[CH:7]=[CH:6][CH:5]=[CH:4][CH:3]=1, predict the reaction product. The product is: [C:1]([O:9][C@H:10]1[CH2:14][C@@H:13]([OH:15])[CH2:12][C@@H:11]1[C:23]1[N:27]([CH3:28])[N:26]=[CH:25][CH:24]=1)(=[O:8])[C:2]1[CH:3]=[CH:4][CH:5]=[CH:6][CH:7]=1. (3) The product is: [Cl:1][C:2]1[CH:7]=[CH:6][C:5]([O:8][C:9]2[CH:10]=[CH:11][C:12]([CH2:15][O:16][C:17]3[CH:22]=[CH:21][N:20]([CH2:30][C:31]4[CH:32]=[N:33][N:34]([CH3:36])[CH:35]=4)[C:19](=[O:23])[N:18]=3)=[CH:13][CH:14]=2)=[CH:4][C:3]=1[C:24]([F:25])([F:27])[F:26]. Given the reactants [Cl:1][C:2]1[CH:7]=[CH:6][C:5]([O:8][C:9]2[CH:14]=[CH:13][C:12]([CH2:15][O:16][C:17]3[CH:22]=[CH:21][NH:20][C:19](=[O:23])[N:18]=3)=[CH:11][CH:10]=2)=[CH:4][C:3]=1[C:24]([F:27])([F:26])[F:25].Cl.Cl[CH2:30][C:31]1[CH:32]=[N:33][N:34]([CH3:36])[CH:35]=1, predict the reaction product. (4) Given the reactants [C:1]([NH:4][C:5]1[S:6][CH:7]=[C:8]([CH2:10][CH2:11][C:12]2[S:16][C:15]([CH2:17][CH2:18]C(O)=O)=[CH:14][CH:13]=2)[N:9]=1)(=[O:3])[CH3:2].C([N:24]([CH2:27]C)CC)C.[C:29]([OH:33])([CH3:32])([CH3:31])[CH3:30].C1(P(N=[N+]=[N-])(C2C=CC=CC=2)=[O:41])C=CC=CC=1, predict the reaction product. The product is: [C:1]([NH:4][C:5]1[S:6][CH:7]=[C:8]([CH2:10][CH2:11][C:12]2[S:16][C:15]([CH2:17][CH2:18][NH:24][C:27](=[O:41])[O:33][C:29]([CH3:32])([CH3:31])[CH3:30])=[CH:14][CH:13]=2)[N:9]=1)(=[O:3])[CH3:2]. (5) Given the reactants [CH3:1][CH2:2][O:3][C:4]([C:6]1[N:15](C(OC(C)(C)C)=O)[C:9]2=[N:10][CH:11]=[C:12](O)[CH:13]=[C:8]2[CH:7]=1)=[O:5].[CH2:23](N(CC)CC)C.FC(F)(F)S(O)(=O)=O.C(=O)(O)[O-].[Na+].C[Al](C)C, predict the reaction product. The product is: [CH2:2]([O:3][C:4]([C:6]1[NH:15][C:9]2=[N:10][CH:11]=[C:12]([CH3:23])[CH:13]=[C:8]2[CH:7]=1)=[O:5])[CH3:1]. (6) Given the reactants Cl[C:2]1[N:11]=[CH:10][C:9]2[N:8]([CH2:12][C:13]3[CH:18]=[CH:17][C:16]([S:19]([CH3:22])(=[O:21])=[O:20])=[CH:15][CH:14]=3)[CH2:7][C@@H:6]3[CH2:23][O:24][CH2:25][CH2:26][N:5]3[C:4]=2[N:3]=1.[F:27][CH:28]([F:38])[C:29]1[NH:33][C:32]2[CH:34]=[CH:35][CH:36]=[CH:37][C:31]=2[N:30]=1.C(=O)([O-])[O-].[Cs+].[Cs+].C1(P(C2CCCCC2)C2C=CC=CC=2C2C(C(C)C)=CC(C(C)C)=CC=2C(C)C)CCCCC1, predict the reaction product. The product is: [F:38][CH:28]([F:27])[C:29]1[N:30]([C:2]2[N:11]=[CH:10][C:9]3[N:8]([CH2:12][C:13]4[CH:18]=[CH:17][C:16]([S:19]([CH3:22])(=[O:21])=[O:20])=[CH:15][CH:14]=4)[CH2:7][C@@H:6]4[CH2:23][O:24][CH2:25][CH2:26][N:5]4[C:4]=3[N:3]=2)[C:31]2[CH:37]=[CH:36][CH:35]=[CH:34][C:32]=2[N:33]=1.